Dataset: Catalyst prediction with 721,799 reactions and 888 catalyst types from USPTO. Task: Predict which catalyst facilitates the given reaction. (1) Reactant: [C:1]([C:5]1[CH:13]=[CH:12][C:8]([C:9](Cl)=[O:10])=[CH:7][CH:6]=1)([CH3:4])([CH3:3])[CH3:2].[S-:14][C:15]#[N:16].[NH4+].C(OCC)(=O)C. Product: [C:1]([C:5]1[CH:13]=[CH:12][C:8]([C:9]([N:16]=[C:15]=[S:14])=[O:10])=[CH:7][CH:6]=1)([CH3:4])([CH3:3])[CH3:2]. The catalyst class is: 21. (2) Reactant: [Br:1][C:2]1[C:3]([NH:9][C@H:10]([CH3:15])[C:11]([CH3:14])([OH:13])[CH3:12])=[N:4][C:5](Cl)=[N:6][CH:7]=1.[NH2:16][C:17]1[CH:18]=[C:19]([S:23]([CH3:26])(=[NH:25])=[O:24])[CH:20]=[CH:21][CH:22]=1.Cl. Product: [Br:1][C:2]1[C:3]([NH:9][C@H:10]([CH3:15])[C:11]([OH:13])([CH3:14])[CH3:12])=[N:4][C:5]([NH:16][C:17]2[CH:18]=[C:19]([S:23]([CH3:26])(=[NH:25])=[O:24])[CH:20]=[CH:21][CH:22]=2)=[N:6][CH:7]=1. The catalyst class is: 880.